This data is from Full USPTO retrosynthesis dataset with 1.9M reactions from patents (1976-2016). The task is: Predict the reactants needed to synthesize the given product. (1) The reactants are: [Cl:1][C:2]1[N:10]=[C:9]2[C:5]([N:6]=[CH:7][NH:8]2)=[C:4]([N:11]2[CH2:16][CH2:15][O:14][CH2:13][C@H:12]2[CH3:17])[N:3]=1.[Br:18]Br.S([O-])([O-])(=O)=S.[Na+].[Na+]. Given the product [Br:18][C:7]1[NH:8][C:9]2[C:5]([N:6]=1)=[C:4]([N:11]1[CH2:16][CH2:15][O:14][CH2:13][C@H:12]1[CH3:17])[N:3]=[C:2]([Cl:1])[N:10]=2, predict the reactants needed to synthesize it. (2) Given the product [CH2:34]([N:31]1[CH2:32][CH2:33][CH:28]([N:17]([C:14]2[CH:15]=[C:16]3[C:11]([CH2:10][CH2:9][NH:8]3)=[CH:12][CH:13]=2)[C:18](=[O:27])/[CH:19]=[CH:20]/[C:21]2[CH:26]=[CH:25][CH:24]=[CH:23][CH:22]=2)[CH2:29][CH2:30]1)[C:35]1[CH:40]=[CH:39][CH:38]=[CH:37][CH:36]=1.[C:41]([OH:47])([C:43]([F:46])([F:45])[F:44])=[O:42], predict the reactants needed to synthesize it. The reactants are: C(OC([N:8]1[C:16]2[C:11](=[CH:12][CH:13]=[C:14]([N:17]([CH:28]3[CH2:33][CH2:32][N:31]([CH2:34][C:35]4[CH:40]=[CH:39][CH:38]=[CH:37][CH:36]=4)[CH2:30][CH2:29]3)[C:18](=[O:27])/[CH:19]=[CH:20]/[C:21]3[CH:26]=[CH:25][CH:24]=[CH:23][CH:22]=3)[CH:15]=2)[CH2:10][CH2:9]1)=O)(C)(C)C.[C:41]([OH:47])([C:43]([F:46])([F:45])[F:44])=[O:42]. (3) The reactants are: C([NH:8][C:9]1[C:19]([N+:20]([O-])=O)=[CH:18][C:12]([C:13]([O:15][CH2:16][CH3:17])=[O:14])=[C:11]([O:23][CH2:24][CH3:25])[CH:10]=1)C1C=CC=CC=1.C(O)C. Given the product [NH2:8][C:9]1[C:19]([NH2:20])=[CH:18][C:12]([C:13]([O:15][CH2:16][CH3:17])=[O:14])=[C:11]([O:23][CH2:24][CH3:25])[CH:10]=1, predict the reactants needed to synthesize it. (4) Given the product [F:6][C:7]1[CH:14]=[CH:13][C:10]([CH:11]=[N:1][OH:2])=[CH:9][CH:8]=1, predict the reactants needed to synthesize it. The reactants are: [NH2:1][OH:2].Cl.[OH-].[Na+].[F:6][C:7]1[CH:14]=[CH:13][C:10]([CH:11]=O)=[CH:9][CH:8]=1. (5) Given the product [CH2:20]([N:27]1[CH2:33][C@@H:4]([CH2:3][C:2]([F:11])([F:12])[F:1])[C@H:5]([C:6]([O:8][CH2:9][CH3:10])=[O:7])[CH2:28]1)[C:21]1[CH:26]=[CH:25][CH:24]=[CH:23][CH:22]=1, predict the reactants needed to synthesize it. The reactants are: [F:1][C:2]([F:12])([F:11])[CH2:3]/[CH:4]=[CH:5]/[C:6]([O:8][CH2:9][CH3:10])=[O:7].C(O)(C(F)(F)F)=O.[CH2:20]([N:27]([CH2:33]O)[CH2:28][Si](C)(C)C)[C:21]1[CH:26]=[CH:25][CH:24]=[CH:23][CH:22]=1. (6) Given the product [CH3:1][O:2][C:3]1[CH:10]=[CH:9][C:8]([CH:11]([CH3:13])[CH3:12])=[CH:7][C:4]=1[CH2:5][OH:6], predict the reactants needed to synthesize it. The reactants are: [CH3:1][O:2][C:3]1[CH:10]=[CH:9][C:8]([CH:11]([CH3:13])[CH3:12])=[CH:7][C:4]=1[CH:5]=[O:6].C(O)C.[BH4-].[Na+].C(OCC)(=O)C.